From a dataset of Reaction yield outcomes from USPTO patents with 853,638 reactions. Predict the reaction yield, written as a fraction of the theoretical maximum amount of product (1.0 means a 100% yield; for example, 0.34 means a 34% yield). (1) The yield is 0.620. The catalyst is C1COCC1. The product is [N+:8]([C:5]1[CH:6]=[CH:7][C:2]([NH:1][C:21](=[O:22])[O:23][C:24]([CH3:27])([CH3:26])[CH3:25])=[N:3][CH:4]=1)([O-:10])=[O:9]. The reactants are [NH2:1][C:2]1[CH:7]=[CH:6][C:5]([N+:8]([O-:10])=[O:9])=[CH:4][N:3]=1.C[Si]([N-][Si](C)(C)C)(C)C.[Na+].[C:21](O[C:21]([O:23][C:24]([CH3:27])([CH3:26])[CH3:25])=[O:22])([O:23][C:24]([CH3:27])([CH3:26])[CH3:25])=[O:22].O. (2) The reactants are [H-].[Na+].[O:3]1[CH2:8][CH2:7][CH2:6][CH2:5][CH:4]1[O:9][CH2:10][C:11]([O:13]CC)=O.[CH:16](OCC)=O.[C:21]1(/[CH:27]=[CH:28]/[C:29](=[NH:31])[NH2:30])[CH:26]=[CH:25][CH:24]=[CH:23][CH:22]=1. The catalyst is C(Cl)Cl.CO.CCO.C1COCC1. The product is [C:21]1(/[CH:27]=[CH:28]/[C:29]2[NH:31][CH:16]=[C:10]([O:9][CH:4]3[CH2:5][CH2:6][CH2:7][CH2:8][O:3]3)[C:11](=[O:13])[N:30]=2)[CH:26]=[CH:25][CH:24]=[CH:23][CH:22]=1. The yield is 0.630. (3) The reactants are Br[C:2]1[C:10]2[C:5](=[CH:6][CH:7]=[C:8]([C:11]#[N:12])[CH:9]=2)[N:4](C2CCCCO2)[N:3]=1.[O:19]1[C:24]2[CH:25]=[CH:26][C:27](B(O)O)=[CH:28][C:23]=2[O:22][CH2:21][CH2:20]1.ClCCl.P([O-])([O-])([O-])=O.[K+].[K+].[K+].Cl. The catalyst is COCCOC.O.CO. The product is [O:19]1[C:24]2[CH:25]=[CH:26][C:27]([C:2]3[C:10]4[C:5](=[CH:6][CH:7]=[C:8]([C:11]#[N:12])[CH:9]=4)[NH:4][N:3]=3)=[CH:28][C:23]=2[O:22][CH2:21][CH2:20]1. The yield is 0.710. (4) The reactants are [CH3:1][O:2][C:3]([C:5]1[CH:6]=[C:7]2[CH:13]=[CH:12][NH:11][C:8]2=[N:9][CH:10]=1)=[O:4].[F:14][C:15]1[C:20](C=O)=[C:19]([F:23])[CH:18]=[CH:17][C:16]=1[NH:24][S:25]([CH2:28][CH2:29][CH3:30])(=[O:27])=[O:26].[OH-:31].[K+].O.[CH3:34]O. No catalyst specified. The product is [CH3:1][O:2][C:3]([C:5]1[CH:6]=[C:7]2[C:13]([C:20]3[C:19]([F:23])=[CH:18][CH:17]=[C:16]([NH:24][S:25]([CH2:28][CH2:29][CH3:30])(=[O:26])=[O:27])[C:15]=3[F:14])=[C:12]([OH:31])[N:11]([CH3:34])[C:8]2=[N:9][CH:10]=1)=[O:4]. The yield is 0.280.